This data is from Catalyst prediction with 721,799 reactions and 888 catalyst types from USPTO. The task is: Predict which catalyst facilitates the given reaction. (1) Reactant: [NH:1]1[C:9]2[C:4](=[CH:5][CH:6]=[CH:7][CH:8]=2)[CH:3]=[C:2]1[CH2:10][CH2:11][NH:12][C:13]1[CH:18]=[CH:17][C:16]([N+:19]([O-])=O)=[CH:15][C:14]=1[F:22].CCOC(C)=O. Product: [NH:1]1[C:9]2[C:4](=[CH:5][CH:6]=[CH:7][CH:8]=2)[CH:3]=[C:2]1[CH2:10][CH2:11][NH:12][C:13]1[CH:18]=[CH:17][C:16]([NH2:19])=[CH:15][C:14]=1[F:22]. The catalyst class is: 43. (2) Reactant: [N:12]1([C:10]([S:9][S:9][C:10]([N:12]2[CH:16]=[CH:15][CH:14]=[CH:13]2)=[S:11])=[S:11])[CH:16]=[CH:15][CH:14]=[CH:13]1.N([C:19]([C:23]#[N:24])([CH2:21][CH3:22])[CH3:20])=N[C:19]([C:23]#[N:24])([CH2:21][CH3:22])[CH3:20]. Product: [N:12]1([C:10]([S:9][C:19]([C:23]#[N:24])([CH2:21][CH3:22])[CH3:20])=[S:11])[CH:13]=[CH:14][CH:15]=[CH:16]1. The catalyst class is: 13. (3) Reactant: [Br:1][C:2]1[CH:8]=[CH:7][C:5]([NH2:6])=[C:4]([N+:9]([O-])=O)[C:3]=1[Cl:12].C([O-])([O-])=O.[Na+].[Na+]. Product: [Br:1][C:2]1[C:3]([Cl:12])=[C:4]([NH2:9])[C:5]([NH2:6])=[CH:7][CH:8]=1. The catalyst class is: 88. (4) Reactant: [CH3:1][N:2]1[C:10]2[C:5](=[CH:6][C:7](B(O)O)=[CH:8][CH:9]=2)[CH:4]=[N:3]1.Cl[C:15]1[C:24]([N:25]([CH:27]([CH3:29])[CH3:28])[CH3:26])=[N:23][C:22]2[C:17](=[CH:18][CH:19]=[C:20]([C:30]([O:32][CH3:33])=[O:31])[CH:21]=2)[N:16]=1.[O-]P([O-])([O-])=O.[K+].[K+].[K+]. Product: [CH:27]([N:25]([CH3:26])[C:24]1[C:15]([C:7]2[CH:6]=[C:5]3[C:10](=[CH:9][CH:8]=2)[N:2]([CH3:1])[N:3]=[CH:4]3)=[N:16][C:17]2[C:22]([N:23]=1)=[CH:21][C:20]([C:30]([O:32][CH3:33])=[O:31])=[CH:19][CH:18]=2)([CH3:29])[CH3:28]. The catalyst class is: 70. (5) Reactant: [CH:1]1([CH2:4][O:5]/[N:6]=[C:7](/[C:10]2[C:15]([Cl:16])=[CH:14][C:13]([C:17]([F:20])([F:19])[F:18])=[CH:12][N:11]=2)\[CH2:8][NH2:9])[CH2:3][CH2:2]1.C(N(CC)CC)C.[F:28][C:29]([F:40])([F:39])[C:30]1[CH:38]=[CH:37][CH:36]=[CH:35][C:31]=1[C:32](Cl)=[O:33].O. Product: [Cl:16][C:15]1[C:10](/[C:7](=[N:6]/[O:5][CH2:4][CH:1]2[CH2:2][CH2:3]2)/[CH2:8][NH:9][C:32](=[O:33])[C:31]2[CH:35]=[CH:36][CH:37]=[CH:38][C:30]=2[C:29]([F:28])([F:39])[F:40])=[N:11][CH:12]=[C:13]([C:17]([F:20])([F:19])[F:18])[CH:14]=1. The catalyst class is: 4. (6) Reactant: [CH:1]([C:3]1[CH:11]=[CH:10][C:6]([C:7]([OH:9])=[O:8])=[CH:5][CH:4]=1)=O.[C:12]([C:15]1[CH:20]=[CH:19][CH:18]=[CH:17][CH:16]=1)(=[O:14])[CH3:13].[OH-].[Na+].Cl. Product: [O:14]=[C:12]([C:15]1[CH:20]=[CH:19][CH:18]=[CH:17][CH:16]=1)[CH:13]=[CH:1][C:3]1[CH:11]=[CH:10][C:6]([C:7]([OH:9])=[O:8])=[CH:5][CH:4]=1. The catalyst class is: 5. (7) The catalyst class is: 2. Product: [F:1][C:2]1[CH:7]=[CH:6][CH:5]=[C:4]([F:8])[C:3]=1[N:9]1[C:14](=[O:15])[CH:13]=[CH:12][C:11]([C:16]([Cl:27])=[O:18])=[CH:10]1. Reactant: [F:1][C:2]1[CH:7]=[CH:6][CH:5]=[C:4]([F:8])[C:3]=1[N:9]1[C:14](=[O:15])[CH:13]=[CH:12][C:11]([C:16]([OH:18])=O)=[CH:10]1.CN(C=O)C.C(Cl)(=O)C([Cl:27])=O.